Predict the product of the given reaction. From a dataset of Forward reaction prediction with 1.9M reactions from USPTO patents (1976-2016). (1) The product is: [C:1]([O:5][C:6]([NH:8][C@H:9]([C:12]([O:14][CH3:15])=[O:13])[CH2:10][O:11][CH:28]1[CH2:29][CH2:30][CH2:31][CH2:32][O:27]1)=[O:7])([CH3:4])([CH3:3])[CH3:2]. Given the reactants [C:1]([O:5][C:6]([NH:8][C@H:9]([C:12]([O:14][CH3:15])=[O:13])[CH2:10][OH:11])=[O:7])([CH3:4])([CH3:3])[CH3:2].C1(C)C=CC(S(O)(=O)=O)=CC=1.[O:27]1[CH:32]=[CH:31][CH2:30][CH2:29][CH2:28]1, predict the reaction product. (2) Given the reactants [Br-].[CH2:2]([C:4]1([O:9][C:10](=[O:34])[CH2:11][O:12][C:13]2[C:18]([CH3:19])=[CH:17][C:16]([S+:20]3[C:24]4[CH:25]=[CH:26][CH:27]=[CH:28][C:23]=4[C:22]4[CH:29]=[CH:30][CH:31]=[CH:32][C:21]3=4)=[CH:15][C:14]=2[CH3:33])[CH2:8][CH2:7][CH2:6][CH2:5]1)[CH3:3].[OH:35][C:36]12[CH2:45][CH:40]3[CH2:41][CH:42]([CH2:44][CH:38]([CH2:39]3)[CH2:37]1)[CH2:43]2.[Na].[C:47]([O:50][CH:51]([CH3:62])[C:52]([F:61])([F:60])[C:53]([F:59])([F:58])[S:54]([O-:57])(=[O:56])=[O:55])(=[O:49])[CH3:48].O, predict the reaction product. The product is: [OH:35][C:36]12[CH2:37][CH:38]3[CH2:44][CH:42]([CH2:41][C:40]([CH2:48][C:47]([O:50][CH:51]([CH3:62])[C:52]([F:61])([F:60])[C:53]([F:59])([F:58])[S:54]([O-:57])(=[O:56])=[O:55])=[O:49])([CH2:39]3)[CH2:45]1)[CH2:43]2.[CH2:2]([C:4]1([O:9][C:10](=[O:34])[CH2:11][O:12][C:13]2[C:14]([CH3:33])=[CH:15][C:16]([S+:20]3[C:21]4[CH:32]=[CH:31][CH:30]=[CH:29][C:22]=4[C:23]4[CH:28]=[CH:27][CH:26]=[CH:25][C:24]3=4)=[CH:17][C:18]=2[CH3:19])[CH2:8][CH2:7][CH2:6][CH2:5]1)[CH3:3].